From a dataset of Catalyst prediction with 721,799 reactions and 888 catalyst types from USPTO. Predict which catalyst facilitates the given reaction. Reactant: [C:1]([O:5][C:6]([N:8]1[CH2:13][CH2:12][N:11]([C:14]2[CH:19]=[CH:18][C:17]([N+:20]([O-])=O)=[CH:16][CH:15]=2)[CH2:10][CH:9]1[CH3:23])=[O:7])([CH3:4])([CH3:3])[CH3:2]. Product: [C:1]([O:5][C:6]([N:8]1[CH2:13][CH2:12][N:11]([C:14]2[CH:15]=[CH:16][C:17]([NH2:20])=[CH:18][CH:19]=2)[CH2:10][CH:9]1[CH3:23])=[O:7])([CH3:4])([CH3:2])[CH3:3]. The catalyst class is: 481.